This data is from Forward reaction prediction with 1.9M reactions from USPTO patents (1976-2016). The task is: Predict the product of the given reaction. (1) Given the reactants [F:1][C:2]1[CH:3]=[C:4]([NH:8][CH:9]2[CH2:14][CH2:13][N:12]([C:15]([N:17]([CH3:39])[C:18]3[CH:19]=[CH:20][C:21]([CH2:24][N:25]4[CH2:30][CH2:29][N:28](C(OC(C)(C)C)=O)[C@@H:27]([CH3:38])[CH2:26]4)=[N:22][CH:23]=3)=[O:16])[CH2:11][CH2:10]2)[CH:5]=[CH:6][CH:7]=1, predict the reaction product. The product is: [F:1][C:2]1[CH:3]=[C:4]([NH:8][CH:9]2[CH2:10][CH2:11][N:12]([C:15]([N:17]([CH3:39])[C:18]3[CH:23]=[N:22][C:21]([CH2:24][N:25]4[CH2:30][CH2:29][NH:28][C@@H:27]([CH3:38])[CH2:26]4)=[CH:20][CH:19]=3)=[O:16])[CH2:13][CH2:14]2)[CH:5]=[CH:6][CH:7]=1. (2) Given the reactants C1(P(C2CCCCC2)C2CCCCC2)CCCCC1.P([O-])([O-])([O-])=O.[K+].[K+].[K+].Br[C:29]1[CH:30]=[C:31]([C:36]2[O:37][C:38]3[C:39]([N:44]=2)=[N:40][CH:41]=[CH:42][CH:43]=3)[C:32]([NH2:35])=[N:33][CH:34]=1.[CH3:45][N:46]([CH3:67])[CH2:47][CH2:48][NH:49][C:50](=[O:66])[C:51]1[CH:56]=[CH:55][C:54](B2OC(C)(C)C(C)(C)O2)=[CH:53][CH:52]=1, predict the reaction product. The product is: [NH2:35][C:32]1[N:33]=[CH:34][C:29]([C:54]2[CH:55]=[CH:56][C:51]([C:50]([NH:49][CH2:48][CH2:47][N:46]([CH3:45])[CH3:67])=[O:66])=[CH:52][CH:53]=2)=[CH:30][C:31]=1[C:36]1[O:37][C:38]2[C:39]([N:44]=1)=[N:40][CH:41]=[CH:42][CH:43]=2.